The task is: Predict the product of the given reaction.. This data is from Forward reaction prediction with 1.9M reactions from USPTO patents (1976-2016). (1) Given the reactants [CH3:1][N:2]([CH3:20])[C:3]([C:5]1[N:14]([CH:15]2[CH2:19][CH2:18][CH2:17][CH2:16]2)[C:8]2[N:9]=[C:10](Cl)[N:11]=[CH:12][C:7]=2[CH:6]=1)=[O:4].[C:21]([O:25][C:26]([N:28]1[CH2:33][C@H:32]2[CH2:34][C@@H:29]1[CH2:30][N:31]2[C:35]([C:37]1[CH:38]=[N:39][C:40]([NH2:43])=[CH:41][CH:42]=1)=[O:36])=[O:27])([CH3:24])([CH3:23])[CH3:22], predict the reaction product. The product is: [C:21]([O:25][C:26]([N:28]1[CH2:33][C@H:32]2[CH2:34][C@@H:29]1[CH2:30][N:31]2[C:35]([C:37]1[CH:38]=[N:39][C:40]([NH:43][C:10]2[N:11]=[CH:12][C:7]3[CH:6]=[C:5]([C:3](=[O:4])[N:2]([CH3:20])[CH3:1])[N:14]([CH:15]4[CH2:19][CH2:18][CH2:17][CH2:16]4)[C:8]=3[N:9]=2)=[CH:41][CH:42]=1)=[O:36])=[O:27])([CH3:24])([CH3:22])[CH3:23]. (2) Given the reactants Br[C:2]1[C:3]([CH:9]=[O:10])=[N:4][C:5]([F:8])=[CH:6][CH:7]=1.C([Sn](CCCC)(CCCC)[C:16]1[N:17]=[CH:18][N:19]([C:21]([C:34]2[CH:39]=[CH:38][CH:37]=[CH:36][CH:35]=2)([C:28]2[CH:33]=[CH:32][CH:31]=[CH:30][CH:29]=2)[C:22]2[CH:27]=[CH:26][CH:25]=[CH:24][CH:23]=2)[CH:20]=1)CCC, predict the reaction product. The product is: [F:8][C:5]1[N:4]=[C:3]([CH:9]=[O:10])[C:2]([C:16]2[N:17]=[CH:18][N:19]([C:21]([C:22]3[CH:27]=[CH:26][CH:25]=[CH:24][CH:23]=3)([C:34]3[CH:35]=[CH:36][CH:37]=[CH:38][CH:39]=3)[C:28]3[CH:29]=[CH:30][CH:31]=[CH:32][CH:33]=3)[CH:20]=2)=[CH:7][CH:6]=1. (3) Given the reactants C1(P(C2C=CC=CC=2)C2C=CC=CC=2)C=CC=CC=1.[Br:20]Br.[CH3:22]/[C:23](/[CH2:27][CH2:28][CH2:29][CH2:30][CH2:31][CH2:32][CH2:33][CH2:34][CH3:35])=[CH:24]\[CH2:25]O, predict the reaction product. The product is: [Br:20][CH2:25]/[CH:24]=[C:23](\[CH3:22])/[CH2:27][CH2:28][CH2:29][CH2:30][CH2:31][CH2:32][CH2:33][CH2:34][CH3:35]. (4) Given the reactants COC1C=CC(C[N:8]2[C:16]3[C:15](=[O:17])[N:14]([CH2:18][C:19]4[N:28]=[C:27]([CH3:29])[C:26]5[C:21](=[CH:22][CH:23]=[CH:24][CH:25]=5)[N:20]=4)[C:13]4=[N:30][CH2:31][CH2:32][N:12]4[C:11]=3[N:10]=[CH:9]2)=CC=1, predict the reaction product. The product is: [CH3:29][C:27]1[C:26]2[C:21](=[CH:22][CH:23]=[CH:24][CH:25]=2)[N:20]=[C:19]([CH2:18][N:14]2[C:15](=[O:17])[C:16]3[NH:8][CH:9]=[N:10][C:11]=3[N:12]3[CH2:32][CH2:31][N:30]=[C:13]23)[N:28]=1.